From a dataset of Full USPTO retrosynthesis dataset with 1.9M reactions from patents (1976-2016). Predict the reactants needed to synthesize the given product. (1) The reactants are: [NH2:1][C:2]1[CH:6]=[CH:5][S:4][C:3]=1[C:7]([NH2:9])=[O:8].[Cl:10][C:11]1[CH:12]=[N:13][CH:14]=[CH:15][C:16]=1[CH:17]=O.Cl. Given the product [Cl:10][C:11]1[CH:12]=[N:13][CH:14]=[CH:15][C:16]=1[C:17]1[N:9]=[C:7]([OH:8])[C:3]2[S:4][CH:5]=[CH:6][C:2]=2[N:1]=1, predict the reactants needed to synthesize it. (2) Given the product [F:1][C:2]1[C:7]([F:8])=[CH:6][CH:5]=[CH:4][C:3]=1[C:9]1[N:17]=[C:12]2[CH:13]=[N:14][N:15]([CH2:19][C:20]3[O:24][N:23]=[C:22]([C:25]4[CH:30]=[CH:29][C:28]([OH:31])=[CH:27][CH:26]=4)[CH:21]=3)[CH:16]=[C:11]2[N:10]=1, predict the reactants needed to synthesize it. The reactants are: [F:1][C:2]1[C:7]([F:8])=[CH:6][CH:5]=[CH:4][C:3]=1[C:9]1[N:17]=[C:12]2[CH:13]=[N:14][NH:15][CH:16]=[C:11]2[N:10]=1.Cl[CH2:19][C:20]1[O:24][N:23]=[C:22]([C:25]2[CH:30]=[CH:29][C:28]([OH:31])=[CH:27][CH:26]=2)[CH:21]=1. (3) The reactants are: [C:1]1([CH:7]2[CH2:16][CH2:15][C:14]3[C:9](=[CH:10][CH:11]=[C:12]([O:17][C:18]4[N:23]=[CH:22][C:21]([NH2:24])=[CH:20][CH:19]=4)[CH:13]=3)[O:8]2)[CH:6]=[CH:5][CH:4]=[CH:3][CH:2]=1.N1CCC(C(O)=O)CC1.Cl.N[C@H](C(C)C)C(N[C:40]1[CH:41]=[N:42][C:43]([O:46]C2C=C3C(=CC=2)OC(C2C=CC=CC=2)CC3)=[CH:44][CH:45]=1)=O.NC1C=CC(OC2C=C3C(=CC=2)OC(C2C=CC=CC=2)CC3)=NC=1.NC1C=CC=NC=1. Given the product [C:1]1([CH:7]2[CH2:16][CH2:15][C:14]3[C:9](=[CH:10][CH:11]=[C:12]([O:17][C:18]4[N:23]=[CH:22][C:21]([NH:24][C:43]([CH:44]5[CH2:45][CH2:40][CH2:41][NH:42]5)=[O:46])=[CH:20][CH:19]=4)[CH:13]=3)[O:8]2)[CH:6]=[CH:5][CH:4]=[CH:3][CH:2]=1, predict the reactants needed to synthesize it. (4) Given the product [Cl:1][C:2]1[C:3]2[CH:10]=[CH:9][NH:8][C:4]=2[N:5]=[CH:6][N:7]=1.[CH3:14][C:12]([O:15][C:16]([N:18]1[CH2:19][CH2:20][C:21]2([C:27]3[CH:28]=[C:29]([Cl:32])[CH:30]=[CH:31][C:26]=3[NH:25][CH2:24]2)[CH2:22][CH2:23]1)=[O:17])([CH3:11])[CH3:13].[Cl:32][C:29]1[CH:28]=[C:27]2[C:21]3([CH2:22][CH2:23][NH:18][CH2:19][CH2:20]3)[CH2:24][N:25]([C:2]3[C:3]4[CH:10]=[CH:9][NH:8][C:4]=4[N:5]=[CH:6][N:7]=3)[C:26]2=[CH:31][CH:30]=1, predict the reactants needed to synthesize it. The reactants are: [Cl:1][C:2]1[C:3]2[CH:10]=[CH:9][NH:8][C:4]=2[N:5]=[CH:6][N:7]=1.[CH3:11][C:12]([O:15][C:16]([N:18]1[CH2:23][CH2:22][C:21]2([C:27]3[CH:28]=[C:29]([Cl:32])[CH:30]=[CH:31][C:26]=3[NH:25][CH2:24]2)[CH2:20][CH2:19]1)=[O:17])([CH3:14])[CH3:13].CCN(C(C)C)C(C)C.Cl.O1CCOCC1.N.CO. (5) Given the product [F:28]/[C:16](/[C:17]1[CH:22]=[CH:21][C:20]([O:23][C:24]([F:27])([F:26])[F:25])=[CH:19][CH:18]=1)=[CH:15]\[C:11]1[CH:12]=[C:13]([CH3:14])[N:9]([CH2:8][C:6]2[CH:5]=[CH:4][N:3]=[C:2]([N:29]3[CH2:34][CH2:33][NH:32][CH2:31][CH2:30]3)[CH:7]=2)[N:10]=1, predict the reactants needed to synthesize it. The reactants are: Cl[C:2]1[CH:7]=[C:6]([CH2:8][N:9]2[C:13]([CH3:14])=[CH:12][C:11](/[CH:15]=[C:16](\[F:28])/[C:17]3[CH:22]=[CH:21][C:20]([O:23][C:24]([F:27])([F:26])[F:25])=[CH:19][CH:18]=3)=[N:10]2)[CH:5]=[CH:4][N:3]=1.[NH:29]1[CH2:34][CH2:33][NH:32][CH2:31][CH2:30]1. (6) The reactants are: C(O[C:6]([N:8]1[CH2:12][CH2:11][CH2:10][C@H:9]1[C:13]1[NH:14][C:15]([CH2:35][C:36]2[CH:41]=[CH:40][C:39]([F:42])=[CH:38][C:37]=2[F:43])=[CH:16][CH:17]([C:24]2[N:25]=[CH:26][C:27]([C:30]([O:32][CH2:33][CH3:34])=[O:31])=[N:28][CH:29]=2)[C:18]=1C(OCC)=O)=[O:7])(C)(C)C.CCOC(C)=O. Given the product [F:43][C:37]1[CH:38]=[C:39]([F:42])[CH:40]=[CH:41][C:36]=1[CH2:35][C:15]1[CH:16]=[C:17]([C:24]2[N:25]=[CH:26][C:27]([C:30]([O:32][CH2:33][CH3:34])=[O:31])=[N:28][CH:29]=2)[C:18]2[C:6](=[O:7])[N:8]3[C@@H:9]([CH2:10][CH2:11][CH2:12]3)[C:13]=2[N:14]=1, predict the reactants needed to synthesize it.